Dataset: Full USPTO retrosynthesis dataset with 1.9M reactions from patents (1976-2016). Task: Predict the reactants needed to synthesize the given product. (1) Given the product [Br:1][C:2]1[CH:3]=[C:4]2[C:12](=[CH:13][CH:14]=1)[NH:11][C:10]1[CH:9]([NH:24][C:19]3[CH:20]=[CH:21][CH:22]=[CH:23][C:18]=3[O:17][CH3:16])[CH2:8][CH2:7][CH2:6][C:5]2=1, predict the reactants needed to synthesize it. The reactants are: [Br:1][C:2]1[CH:3]=[C:4]2[C:12](=[CH:13][CH:14]=1)[NH:11][C:10]1[C:9](=O)[CH2:8][CH2:7][CH2:6][C:5]2=1.[CH3:16][O:17][C:18]1[C:19]([NH2:24])=[CH:20][CH:21]=[CH:22][CH:23]=1. (2) Given the product [F:22][C:23]([F:31])([F:32])[C:24]1[CH:25]=[CH:26][C:27]([NH:30][C:2]([CH2:4][C:5]2[CH:10]=[CH:9][C:8]([O:11][C:12](=[O:14])[CH3:13])=[CH:7][CH:6]=2)=[O:3])=[CH:28][CH:29]=1, predict the reactants needed to synthesize it. The reactants are: Cl[C:2]([CH2:4][C:5]1[CH:10]=[CH:9][C:8]([O:11][C:12](=[O:14])[CH3:13])=[CH:7][CH:6]=1)=[O:3].C(N(CC)CC)C.[F:22][C:23]([F:32])([F:31])[C:24]1[CH:29]=[CH:28][C:27]([NH2:30])=[CH:26][CH:25]=1. (3) The reactants are: [O:1]=[C:2]1[NH:11][CH2:10][C:9]2[C:4](=[CH:5][C:6]([CH:12]3[CH2:17][CH2:16][N:15](C(OC(C)(C)C)=O)[CH2:14][CH2:13]3)=[CH:7][CH:8]=2)[NH:3]1.FC(F)(F)C(O)=O. Given the product [NH:15]1[CH2:14][CH2:13][CH:12]([C:6]2[CH:5]=[C:4]3[C:9]([CH2:10][NH:11][C:2](=[O:1])[NH:3]3)=[CH:8][CH:7]=2)[CH2:17][CH2:16]1, predict the reactants needed to synthesize it. (4) The reactants are: [NH:1]1[CH2:5][CH2:4][CH2:3][CH2:2]1.[S:6](N)([NH2:9])(=[O:8])=[O:7]. Given the product [N:1]1([S:6]([NH2:9])(=[O:8])=[O:7])[CH2:5][CH2:4][CH2:3][CH2:2]1, predict the reactants needed to synthesize it. (5) The reactants are: Br[C:2]1[N:6]2[N:7]=[CH:8][CH:9]=[CH:10][C:5]2=[N:4][CH:3]=1.[C:11]([Si:13]([CH3:16])([CH3:15])[CH3:14])#[CH:12].C(N(C(C)C)CC)(C)C. Given the product [CH3:14][Si:13]([C:11]#[C:12][C:2]1[N:6]2[N:7]=[CH:8][CH:9]=[CH:10][C:5]2=[N:4][CH:3]=1)([CH3:16])[CH3:15], predict the reactants needed to synthesize it. (6) Given the product [F:23][C:24]1[C:29]([F:30])=[CH:28][CH:27]=[CH:26][C:25]=1[C@@H:31]1[CH2:42][CH2:41][C:40](=[O:43])[C:34]2=[N+:35]([O-:39])[CH:36]=[CH:37][CH:38]=[C:33]2[CH2:32]1, predict the reactants needed to synthesize it. The reactants are: CC(OI1(OC(C)=O)(OC(C)=O)OC(=O)C2C1=CC=CC=2)=O.[F:23][C:24]1[C:29]([F:30])=[CH:28][CH:27]=[CH:26][C:25]=1[C@@H:31]1[CH2:42][CH2:41][C@@H:40]([OH:43])[C:34]2=[N+:35]([O-:39])[CH:36]=[CH:37][CH:38]=[C:33]2[CH2:32]1. (7) Given the product [CH3:3][C:4]1[CH:5]=[C:6]([CH:11]([CH2:15][CH2:16][O:17][CH:18]2[CH2:23][CH2:22][CH2:21][CH2:20][O:19]2)[C:12]#[N:13])[CH:7]=[CH:8][C:9]=1[CH3:10], predict the reactants needed to synthesize it. The reactants are: [H-].[Na+].[CH3:3][C:4]1[CH:5]=[C:6]([CH2:11][C:12]#[N:13])[CH:7]=[CH:8][C:9]=1[CH3:10].Br[CH2:15][CH2:16][O:17][CH:18]1[CH2:23][CH2:22][CH2:21][CH2:20][O:19]1. (8) Given the product [I:1][C:16]1[N:15]([S:22]([C:25]2[CH:30]=[CH:29][CH:28]=[CH:27][CH:26]=2)(=[O:24])=[O:23])[C:11]2=[N:12][CH:13]=[CH:14][C:9]([C:7]3[C:6]([C:31]4[CH:36]=[CH:35][C:34]([N+:37]([O-:39])=[O:38])=[CH:33][CH:32]=4)=[N:5][N:4]([CH3:3])[CH:8]=3)=[C:10]2[CH:17]=1, predict the reactants needed to synthesize it. The reactants are: [I:1]Cl.[CH3:3][N:4]1[CH:8]=[C:7]([C:9]2[CH:14]=[CH:13][N:12]=[C:11]3[N:15]([S:22]([C:25]4[CH:30]=[CH:29][CH:28]=[CH:27][CH:26]=4)(=[O:24])=[O:23])[C:16]([Si](C)(C)C)=[CH:17][C:10]=23)[C:6]([C:31]2[CH:36]=[CH:35][C:34]([N+:37]([O-:39])=[O:38])=[CH:33][CH:32]=2)=[N:5]1. (9) Given the product [Cl:18][C:19]1[CH:24]=[CH:23][C:22]([C:8]2[N:9]=[C:10]([C:13]([O:15][CH3:16])=[O:14])[C:11]3[C:2]([CH3:1])=[C:3]([CH3:4])[NH:5][C:6]=3[N:7]=2)=[CH:21][C:20]=1[F:28], predict the reactants needed to synthesize it. The reactants are: [CH2:1]=[CH:2][CH:3]([NH:5][C:6]1[C:11](Cl)=[C:10]([C:13]([O:15][CH3:16])=[O:14])[N:9]=[C:8](Cl)[N:7]=1)[CH3:4].[Cl:18][C:19]1[CH:24]=[CH:23][C:22](B(O)O)=[CH:21][C:20]=1[F:28].C(=O)([O-])[O-].[Cs+].[Cs+].O1CCOCC1.